From a dataset of Forward reaction prediction with 1.9M reactions from USPTO patents (1976-2016). Predict the product of the given reaction. (1) Given the reactants [Cl:1][C:2]1[CH:3]=[N:4][C:5]2[N:6]([N:8]=[C:9]([C:11]([OH:13])=O)[CH:10]=2)[CH:7]=1.[F:14][C:15]1[C:20]([C:21]2[CH:22]=[C:23]3[C:28](=[CH:29][CH:30]=2)[CH:27]([CH3:31])[NH:26][CH2:25][CH2:24]3)=[CH:19][CH:18]=[CH:17][N:16]=1, predict the reaction product. The product is: [Cl:1][C:2]1[CH:3]=[N:4][C:5]2[N:6]([N:8]=[C:9]([C:11]([N:26]3[CH2:25][CH2:24][C:23]4[C:28](=[CH:29][CH:30]=[C:21]([C:20]5[C:15]([F:14])=[N:16][CH:17]=[CH:18][CH:19]=5)[CH:22]=4)[CH:27]3[CH3:31])=[O:13])[CH:10]=2)[CH:7]=1. (2) The product is: [CH3:37][CH2:36][CH2:35][CH2:34][CH:33]=[CH:32][CH3:31].[C@@H:7]1([N:6]2[CH:15]=[CH:2][C:3](=[O:17])[NH:4][C:5]2=[O:16])[O:14][C@H:11]([CH2:12][OH:13])[C@@H:9]([OH:10])[CH2:8]1. Given the reactants I[C:2]1[C:3](=[O:17])[NH:4][C:5](=[O:16])[N:6]([CH:15]=1)[C@@H:7]1[O:14][C@H:11]([CH2:12][OH:13])[C@@H:9]([OH:10])[CH2:8]1.C(N(CCCC)CCCC)CCC.[CH2:31]=[CH:32][CH2:33][CH2:34][CH2:35][CH2:36][CH3:37].C(Cl)(Cl)Cl, predict the reaction product. (3) Given the reactants [OH:1][CH:2]1[CH2:7][CH2:6][N:5]([C:8]([O:10][C:11]([CH3:14])([CH3:13])[CH3:12])=[O:9])[CH2:4][CH2:3]1.CC(C)([O-])C.[K+].F[C:22]1[CH:27]=[CH:26][C:25]([N+:28]([O-:30])=[O:29])=[C:24]([O:31][CH3:32])[CH:23]=1, predict the reaction product. The product is: [CH3:32][O:31][C:24]1[CH:23]=[C:22]([CH:27]=[CH:26][C:25]=1[N+:28]([O-:30])=[O:29])[O:1][CH:2]1[CH2:3][CH2:4][N:5]([C:8]([O:10][C:11]([CH3:14])([CH3:13])[CH3:12])=[O:9])[CH2:6][CH2:7]1. (4) Given the reactants Br[C:2]1[C:3]([Cl:24])=[CH:4][C:5]([O:22][CH3:23])=[C:6]([S:8]([NH:11][C:12]2[CH:13]=[N:14][C:15]3[C:20]([CH:21]=2)=[CH:19][CH:18]=[CH:17][CH:16]=3)(=[O:10])=[O:9])[CH:7]=1.[Li]CCCC, predict the reaction product. The product is: [Cl:24][C:3]1[CH:2]=[CH:7][C:6]([S:8]([NH:11][C:12]2[CH:13]=[N:14][C:15]3[C:20]([CH:21]=2)=[CH:19][CH:18]=[CH:17][CH:16]=3)(=[O:9])=[O:10])=[C:5]([O:22][CH3:23])[CH:4]=1.